From a dataset of Reaction yield outcomes from USPTO patents with 853,638 reactions. Predict the reaction yield, written as a fraction of the theoretical maximum amount of product (1.0 means a 100% yield; for example, 0.34 means a 34% yield). (1) The reactants are [CH2:1]([C:8]1[O:9][C:10]([CH3:28])=[C:11]([CH3:27])[C:12]=1[C:13]([C:15]1[CH:20]=[CH:19][C:18]([OH:21])=[C:17]([CH:22]2[CH2:26][CH2:25][CH2:24][CH2:23]2)[CH:16]=1)=[O:14])[C:2]1[CH:7]=[CH:6][CH:5]=[CH:4][CH:3]=1.Cl[S:30]([C:33]1[CH:41]=[CH:40][C:36]([C:37]([OH:39])=[O:38])=[C:35]([OH:42])[CH:34]=1)(=[O:32])=[O:31]. No catalyst specified. The product is [CH2:1]([C:8]1[O:9][C:10]([CH3:28])=[C:11]([CH3:27])[C:12]=1[C:13]([C:15]1[CH:20]=[CH:19][C:18]([O:21][S:30]([C:33]2[CH:41]=[CH:40][C:36]([C:37]([OH:39])=[O:38])=[C:35]([OH:42])[CH:34]=2)(=[O:32])=[O:31])=[C:17]([CH:22]2[CH2:26][CH2:25][CH2:24][CH2:23]2)[CH:16]=1)=[O:14])[C:2]1[CH:3]=[CH:4][CH:5]=[CH:6][CH:7]=1. The yield is 0.550. (2) The reactants are [Cl:1][C:2]1[C:9]([CH3:10])=[C:8]([NH:11][C@@H:12]([C:16]2[O:17][C:18]([C:21]3[CH:26]=[CH:25][CH:24]=[CH:23][CH:22]=3)=[N:19][N:20]=2)[C@@H:13]([OH:15])[CH3:14])[CH:7]=[CH:6][C:3]=1[C:4]#[N:5].[C:27](Cl)(=[O:29])[CH3:28]. The catalyst is N1C=CC=CC=1.C(Cl)Cl. The product is [C:27]([O:15][C@@H:13]([CH3:14])[C@@H:12]([NH:11][C:8]1[CH:7]=[CH:6][C:3]([C:4]#[N:5])=[C:2]([Cl:1])[C:9]=1[CH3:10])[C:16]1[O:17][C:18]([C:21]2[CH:26]=[CH:25][CH:24]=[CH:23][CH:22]=2)=[N:19][N:20]=1)(=[O:29])[CH3:28]. The yield is 0.980.